Dataset: Peptide-MHC class I binding affinity with 185,985 pairs from IEDB/IMGT. Task: Regression. Given a peptide amino acid sequence and an MHC pseudo amino acid sequence, predict their binding affinity value. This is MHC class I binding data. (1) The peptide sequence is YGVPAWRNA. The MHC is Mamu-B6601 with pseudo-sequence Mamu-B6601. The binding affinity (normalized) is 0.490. (2) The peptide sequence is EIAQHGAWY. The MHC is HLA-B15:17 with pseudo-sequence HLA-B15:17. The binding affinity (normalized) is 0.0847. (3) The peptide sequence is DDALFIYGY. The MHC is HLA-B15:17 with pseudo-sequence HLA-B15:17. The binding affinity (normalized) is 0.0847. (4) The peptide sequence is ITDEINQIK. The MHC is HLA-A01:01 with pseudo-sequence HLA-A01:01. The binding affinity (normalized) is 0.0847. (5) The peptide sequence is SSNVANYQK. The MHC is HLA-A33:01 with pseudo-sequence HLA-A33:01. The binding affinity (normalized) is 0. (6) The peptide sequence is FSSYGMHWVR. The MHC is HLA-B08:01 with pseudo-sequence HLA-B08:01. The binding affinity (normalized) is 0. (7) The peptide sequence is TFHGAKEI. The MHC is HLA-A30:02 with pseudo-sequence HLA-A30:02. The binding affinity (normalized) is 0. (8) The peptide sequence is KPKFCLIDGM. The MHC is HLA-B53:01 with pseudo-sequence HLA-B53:01. The binding affinity (normalized) is 0.133.